From a dataset of Full USPTO retrosynthesis dataset with 1.9M reactions from patents (1976-2016). Predict the reactants needed to synthesize the given product. (1) The reactants are: [CH2:1]([N:3]([CH2:18][CH3:19])[CH2:4][CH2:5][CH2:6][CH2:7][O:8][C:9]1[CH:10]=[C:11]2[C:15](=[CH:16][CH:17]=1)[NH:14][CH:13]=[CH:12]2)[CH3:2].[Br:20][C:21]1[CH:26]=[CH:25][CH:24]=[C:23](F)[CH:22]=1. Given the product [Br:20][C:21]1[CH:22]=[C:23]([N:14]2[C:15]3[C:11](=[CH:10][C:9]([O:8][CH2:7][CH2:6][CH2:5][CH2:4][N:3]([CH2:1][CH3:2])[CH2:18][CH3:19])=[CH:17][CH:16]=3)[CH:12]=[CH:13]2)[CH:24]=[CH:25][CH:26]=1, predict the reactants needed to synthesize it. (2) Given the product [Cl:38][C:39]1[CH:40]=[C:41]([N:45]2[C:9](=[O:8])[NH:34][C:30]([NH:13][CH2:14][C:15]3[CH:16]=[CH:17][C:18]([C:19]([NH:47][C@@H:48]4[C:56]5[C:51](=[CH:52][CH:53]=[CH:54][CH:55]=5)[CH2:50][C@@H:49]4[OH:57])=[O:21])=[CH:24][CH:25]=3)=[N:46]2)[CH:42]=[CH:43][CH:44]=1, predict the reactants needed to synthesize it. The reactants are: NC1C=CC(C([O:8][CH2:9]C)=O)=CC=1.[NH2:13][CH2:14][C:15]1[CH:25]=[CH:24][C:18]([C:19]([O:21]CC)=O)=[CH:17][CH:16]=1.FC(F)(F)C1C=[C:30]([NH:34]N)C=CC=1.[Cl:38][C:39]1[CH:40]=[C:41]([NH:45][NH2:46])[CH:42]=[CH:43][CH:44]=1.[NH2:47][C@@H:48]1[C:56]2[C:51](=[CH:52][CH:53]=[CH:54][CH:55]=2)[CH2:50][C@@H:49]1[OH:57]. (3) Given the product [C:1]([C:5]1[CH:6]=[C:7]([NH:20][C:21]([NH:23][C@@H:24]2[C:33]3[C:28](=[CH:29][CH:30]=[CH:31][CH:32]=3)[C@@H:27]([O:34][C:35]3[CH:36]=[CH:37][C:38]4[N:39]([C:41]([N:44]5[CH2:49][CH2:48][CH2:47][CH2:46][C@@H:45]5[CH3:50])=[N:42][N:43]=4)[CH:40]=3)[CH2:26][CH2:25]2)=[O:22])[N:8]([C:10]2[CH:15]=[CH:14][CH:13]=[C:12]([O:16][CH2:17][CH2:18][N:53]([CH3:54])[CH3:52])[CH:11]=2)[N:9]=1)([CH3:4])([CH3:2])[CH3:3], predict the reactants needed to synthesize it. The reactants are: [C:1]([C:5]1[CH:6]=[C:7]([NH:20][C:21]([NH:23][C@@H:24]2[C:33]3[C:28](=[CH:29][CH:30]=[CH:31][CH:32]=3)[C@@H:27]([O:34][C:35]3[CH:36]=[CH:37][C:38]4[N:39]([C:41]([N:44]5[CH2:49][CH2:48][CH2:47][CH2:46][C@@H:45]5[CH3:50])=[N:42][N:43]=4)[CH:40]=3)[CH2:26][CH2:25]2)=[O:22])[N:8]([C:10]2[CH:15]=[CH:14][CH:13]=[C:12]([O:16][CH2:17][CH2:18]O)[CH:11]=2)[N:9]=1)([CH3:4])([CH3:3])[CH3:2].C[CH2:52][N:53](C(C)C)[CH:54](C)C.CS(Cl)(=O)=O. (4) Given the product [CH3:33][O:32][C:28]1[CH:27]=[C:26]([C:24]#[C:25][C:2]2[CH:18]=[CH:17][C:5]3[S:6][C:7]([C:10]4[CH:15]=[CH:14][N:13]=[C:12]([NH2:16])[N:11]=4)=[C:8]([CH3:9])[C:4]=3[CH:3]=2)[CH:31]=[CH:30][CH:29]=1, predict the reactants needed to synthesize it. The reactants are: Br[C:2]1[CH:18]=[CH:17][C:5]2[S:6][C:7]([C:10]3[CH:15]=[CH:14][N:13]=[C:12]([NH2:16])[N:11]=3)=[C:8]([CH3:9])[C:4]=2[CH:3]=1.C1COCC1.[C:24]([C:26]1[CH:31]=[CH:30][CH:29]=[C:28]([O:32][CH3:33])[CH:27]=1)#[CH:25].